This data is from Full USPTO retrosynthesis dataset with 1.9M reactions from patents (1976-2016). The task is: Predict the reactants needed to synthesize the given product. (1) Given the product [CH3:3][O:4][C:5]1[CH:29]=[CH:28][CH:27]=[CH:26][C:6]=1[O:7][C:8]1[CH:25]=[CH:24][CH:23]=[CH:22][C:9]=1[CH2:10][N:11]1[CH2:12][CH2:13][C:14]2([CH2:17][CH2:18][N:19]([C:30](=[O:38])[C:31]3[CH:36]=[CH:35][N+:34]([O-:37])=[CH:33][CH:32]=3)[CH2:20][CH2:21]2)[CH2:15][CH2:16]1, predict the reactants needed to synthesize it. The reactants are: Cl.Cl.[CH3:3][O:4][C:5]1[CH:29]=[CH:28][CH:27]=[CH:26][C:6]=1[O:7][C:8]1[CH:25]=[CH:24][CH:23]=[CH:22][C:9]=1[CH2:10][N:11]1[CH2:16][CH2:15][C:14]2([CH2:21][CH2:20][NH:19][CH2:18][CH2:17]2)[CH2:13][CH2:12]1.[C:30](O)(=[O:38])[C:31]1[CH:36]=[CH:35][N+:34]([O-:37])=[CH:33][CH:32]=1.CN(C(ON1N=NC2C=CC=NC1=2)=[N+](C)C)C.F[P-](F)(F)(F)(F)F.C(N(CC)CC)C. (2) Given the product [F:12][C:13]1[CH:14]=[C:15]([NH:16][C:5]2[N:6]=[CH:7][CH:8]=[CH:9][C:4]=2[C:3]([O:2][CH3:1])=[O:11])[CH:17]=[C:18]([O:20][CH3:21])[CH:19]=1, predict the reactants needed to synthesize it. The reactants are: [CH3:1][O:2][C:3](=[O:11])[C:4]1[CH:9]=[CH:8][CH:7]=[N:6][C:5]=1F.[F:12][C:13]1[CH:14]=[C:15]([CH:17]=[C:18]([O:20][CH3:21])[CH:19]=1)[NH2:16]. (3) Given the product [F:1][C:2]1[CH:3]=[C:4]([C:9]2[CH:14]=[C:13]([C:15]([F:18])([F:17])[F:16])[N:12]=[C:11]([N:19]3[CH:23]=[C:22]([C:29]4[CH:30]=[CH:31][C:26]([NH2:25])=[N:27][CH:28]=4)[N:21]=[CH:20]3)[N:10]=2)[CH:5]=[CH:6][C:7]=1[F:8], predict the reactants needed to synthesize it. The reactants are: [F:1][C:2]1[CH:3]=[C:4]([C:9]2[CH:14]=[C:13]([C:15]([F:18])([F:17])[F:16])[N:12]=[C:11]([N:19]3[CH:23]=[C:22](I)[N:21]=[CH:20]3)[N:10]=2)[CH:5]=[CH:6][C:7]=1[F:8].[NH2:25][C:26]1[CH:31]=[CH:30][C:29](B2OC(C)(C)C(C)(C)O2)=[CH:28][N:27]=1. (4) Given the product [Cl:24][C:22]1[N:21]=[CH:20][C:19]2[C@:15]3([C@H:26]([CH2:28][C:29]([CH3:32])([CH3:31])[CH3:30])[N:27]4[CH2:47][N:10]([C:7]5[CH:8]=[CH:9][C:4]([C:1]([NH2:2])=[O:3])=[CH:5][C:6]=5[O:41][CH3:42])[C:11](=[O:12])[C@H:13]4[C@@H:14]3[C:33]3[CH:38]=[CH:37][CH:36]=[C:35]([Cl:39])[C:34]=3[F:40])[C:16](=[O:25])[N:17]([CH2:43][OH:45])[C:18]=2[CH:23]=1, predict the reactants needed to synthesize it. The reactants are: [C:1]([C:4]1[CH:9]=[CH:8][C:7]([NH:10][C:11]([C@@H:13]2[NH:27][C@@H:26]([CH2:28][C:29]([CH3:32])([CH3:31])[CH3:30])[C@:15]3([C:19]4[CH:20]=[N:21][C:22]([Cl:24])=[CH:23][C:18]=4[NH:17][C:16]3=[O:25])[C@H:14]2[C:33]2[CH:38]=[CH:37][CH:36]=[C:35]([Cl:39])[C:34]=2[F:40])=[O:12])=[C:6]([O:41][CH3:42])[CH:5]=1)(=[O:3])[NH2:2].[C:43](O)(=[O:45])C.[CH2:47]=O.[OH-].[Na+]. (5) Given the product [CH3:1][O:2][C:3]1[CH:10]=[CH:9][C:6]([CH2:7][N:23]2[C:24]([C:25]([O:27][CH3:28])=[O:26])=[C:20]([N+:17]([O-:19])=[O:18])[CH:21]=[N:22]2)=[CH:5][CH:4]=1, predict the reactants needed to synthesize it. The reactants are: [CH3:1][O:2][C:3]1[CH:10]=[CH:9][C:6]([CH2:7]Cl)=[CH:5][CH:4]=1.C(=O)([O-])[O-].[K+].[K+].[N+:17]([C:20]1[CH:21]=[N:22][NH:23][C:24]=1[C:25]([O:27][CH3:28])=[O:26])([O-:19])=[O:18].O. (6) Given the product [CH:4]1([N:8]([CH3:18])[C:15](=[O:14])[CH2:16][N:72]2[C:73]3[C:78](=[CH:77][CH:76]=[CH:75][CH:74]=3)[C:46]3[CH2:47][CH2:48][N:49]([CH3:56])[CH2:50][C:71]2=3)[CH2:3][NH:2][CH2:7][CH2:6][CH2:5]1, predict the reactants needed to synthesize it. The reactants are: Cl.[N:2]1[CH:7]=[CH:6][CH:5]=[C:4]([NH:8]N)[CH:3]=1.BrCC([O:14][CH2:15][CH3:16])=O.N1C=CC=C(N(CC(OCC)=O)N)[CH:18]=1.C(OC(OCC)CCCNC)C.CNC[CH2:46][C:47]1C2=NC=CC=[C:50]2[N:49]([CH2:56]C(OCC)=O)[CH:48]=1.C=O.C(O)(C(F)(F)F)=O.[CH3:71][NH:72][CH:73]1[CH2:78][CH2:77][CH2:76][CH2:75][CH2:74]1.CCN=C=NCCCN(C)C. (7) Given the product [CH2:1]([C:3]1[CH:4]=[C:5]([CH3:24])[C:6]([N:9]2[CH2:14][CH2:13][N:12]([C:15]([C:17]3[CH:22]=[CH:21][C:20]([N:25]4[CH2:29][CH2:28][CH2:27][C:26]4=[O:30])=[CH:19][CH:18]=3)=[O:16])[CH2:11][CH2:10]2)=[N:7][CH:8]=1)[CH3:2], predict the reactants needed to synthesize it. The reactants are: [CH2:1]([C:3]1[CH:4]=[C:5]([CH3:24])[C:6]([N:9]2[CH2:14][CH2:13][N:12]([C:15]([C:17]3[CH:22]=[CH:21][C:20](I)=[CH:19][CH:18]=3)=[O:16])[CH2:11][CH2:10]2)=[N:7][CH:8]=1)[CH3:2].[NH:25]1[CH2:29][CH2:28][CH2:27][C:26]1=[O:30]. (8) Given the product [CH:1]1([C:7]2[C:15]3[C:10](=[CH:11][C:12]([C:16]([O:18][CH3:19])=[O:17])=[CH:13][CH:14]=3)[NH:9][C:8]=2[C:20]2[CH:25]=[CH:24][C:23]([O:26][CH2:27][C:28]3[CH:33]=[CH:32][CH:31]=[CH:30][N:29]=3)=[CH:22][C:21]=2[OH:34])[CH2:6][CH2:5][CH2:4][CH2:3][CH2:2]1, predict the reactants needed to synthesize it. The reactants are: [CH:1]1([C:7]2[C:15]3[C:10](=[CH:11][C:12]([C:16]([O:18][CH3:19])=[O:17])=[CH:13][CH:14]=3)[NH:9][C:8]=2[C:20]2[CH:25]=[CH:24][C:23]([O:26][CH2:27][C:28]3[CH:33]=[CH:32][CH:31]=[CH:30][N:29]=3)=[CH:22][C:21]=2[O:34]COC)[CH2:6][CH2:5][CH2:4][CH2:3][CH2:2]1.Cl. (9) Given the product [F:1][C:2]1[CH:7]=[CH:6][CH:5]=[CH:4][C:3]=1[CH:8]=[CH:9][C:10]([NH:12][C@H:13]([C:27]([OH:29])=[O:28])[CH2:14][C:15]1[C:23]2[C:18](=[CH:19][CH:20]=[CH:21][CH:22]=2)[N:17]([CH:24]([CH3:26])[CH3:25])[CH:16]=1)=[O:11], predict the reactants needed to synthesize it. The reactants are: [F:1][C:2]1[CH:7]=[CH:6][CH:5]=[CH:4][C:3]=1[CH:8]=[CH:9][C:10]([NH:12][C@H:13]([C:27]([O:29]C)=[O:28])[CH2:14][C:15]1[C:23]2[C:18](=[CH:19][CH:20]=[CH:21][CH:22]=2)[N:17]([CH:24]([CH3:26])[CH3:25])[CH:16]=1)=[O:11].[OH-].[Na+]. (10) Given the product [OH:8][CH2:7][C:6]1[C:5]([CH3:13])=[C:4]([OH:3])[CH:12]=[CH:11][CH:10]=1, predict the reactants needed to synthesize it. The reactants are: [BH4-].[Na+].[OH:3][C:4]1[C:5]([CH3:13])=[C:6]([CH:10]=[CH:11][CH:12]=1)[C:7](O)=[O:8].B(F)(F)F.O(CC)CC.